This data is from NCI-60 drug combinations with 297,098 pairs across 59 cell lines. The task is: Regression. Given two drug SMILES strings and cell line genomic features, predict the synergy score measuring deviation from expected non-interaction effect. (1) Drug 1: CC1=C(N=C(N=C1N)C(CC(=O)N)NCC(C(=O)N)N)C(=O)NC(C(C2=CN=CN2)OC3C(C(C(C(O3)CO)O)O)OC4C(C(C(C(O4)CO)O)OC(=O)N)O)C(=O)NC(C)C(C(C)C(=O)NC(C(C)O)C(=O)NCCC5=NC(=CS5)C6=NC(=CS6)C(=O)NCCC[S+](C)C)O. Drug 2: C1=NC2=C(N1)C(=S)N=CN2. Cell line: NCI-H460. Synergy scores: CSS=52.9, Synergy_ZIP=-0.466, Synergy_Bliss=1.65, Synergy_Loewe=-7.73, Synergy_HSA=5.78. (2) Drug 1: CCC1(CC2CC(C3=C(CCN(C2)C1)C4=CC=CC=C4N3)(C5=C(C=C6C(=C5)C78CCN9C7C(C=CC9)(C(C(C8N6C=O)(C(=O)OC)O)OC(=O)C)CC)OC)C(=O)OC)O.OS(=O)(=O)O. Drug 2: CC1=C(C(=CC=C1)Cl)NC(=O)C2=CN=C(S2)NC3=CC(=NC(=N3)C)N4CCN(CC4)CCO. Cell line: HOP-62. Synergy scores: CSS=3.55, Synergy_ZIP=0.473, Synergy_Bliss=3.65, Synergy_Loewe=3.47, Synergy_HSA=4.24.